From a dataset of Full USPTO retrosynthesis dataset with 1.9M reactions from patents (1976-2016). Predict the reactants needed to synthesize the given product. (1) Given the product [CH2:54]([S:59]([NH:8][C@H:9]([C:14]([N:16]1[CH2:24][C@H:23]([O:25][C:26]2[C:35]3[C:30](=[CH:31][CH:32]=[C:33]([CH:36]=[CH2:37])[CH:34]=3)[N:29]=[C:28]([C:38]3[CH:43]=[CH:42][CH:41]=[CH:40][CH:39]=3)[CH:27]=2)[CH2:22][C@H:17]1[C:18]([O:20][CH3:21])=[O:19])=[O:15])[CH2:10][CH2:11][CH2:12][CH3:13])(=[O:61])=[O:60])[CH2:55][CH2:56][CH:57]=[CH2:58], predict the reactants needed to synthesize it. The reactants are: C(OC([NH:8][C@H:9]([C:14]([N:16]1[CH2:24][C@H:23]([O:25][C:26]2[C:35]3[C:30](=[CH:31][CH:32]=[C:33]([CH:36]=[CH2:37])[CH:34]=3)[N:29]=[C:28]([C:38]3[CH:43]=[CH:42][CH:41]=[CH:40][CH:39]=3)[CH:27]=2)[CH2:22][C@H:17]1[C:18]([O:20][CH3:21])=[O:19])=[O:15])[CH2:10][CH2:11][CH2:12][CH3:13])=O)(C)(C)C.Cl.CCN(C(C)C)C(C)C.[CH2:54]([S:59](Cl)(=[O:61])=[O:60])[CH2:55][CH2:56][CH:57]=[CH2:58]. (2) Given the product [NH2:24][CH2:23][CH2:22][NH:25][C:2]1[N:7]=[N:6][C:5]([C:8]([NH2:10])=[O:9])=[C:4]([NH:11][C:12]2[CH:17]=[CH:16][C:15]([CH3:18])=[C:14]([CH:19]([CH3:21])[CH3:20])[N:13]=2)[CH:3]=1, predict the reactants needed to synthesize it. The reactants are: Cl[C:2]1[N:7]=[N:6][C:5]([C:8]([NH2:10])=[O:9])=[C:4]([NH:11][C:12]2[CH:17]=[CH:16][C:15]([CH3:18])=[C:14]([CH:19]([CH3:21])[CH3:20])[N:13]=2)[CH:3]=1.[CH2:22]([NH2:25])[CH2:23][NH2:24]. (3) Given the product [OH:9][C:6]1[CH:5]=[CH:4][C:3]([C:2]([F:10])([F:11])[F:1])=[CH:8][C:7]=1[CH:12]=[O:14], predict the reactants needed to synthesize it. The reactants are: [F:1][C:2]([F:11])([F:10])[C:3]1[CH:8]=[CH:7][C:6]([OH:9])=[CH:5][CH:4]=1.[C:12](OCC)(=[O:14])C.CCCCCC.